From a dataset of Full USPTO retrosynthesis dataset with 1.9M reactions from patents (1976-2016). Predict the reactants needed to synthesize the given product. (1) The reactants are: [NH:1]([C:8]([C@H:10]1[N:14]2[C:15](=[O:41])[C:16]([N:19]([CH2:30][C:31]3[CH:36]=[CH:35][CH:34]=[C:33]([C:37]([F:40])([F:39])[F:38])[CH:32]=3)[C:20](=[O:29])[O:21][CH2:22][C:23]3[CH:28]=[CH:27][CH:26]=[CH:25][CH:24]=3)=[CH:17][N:18]=[C:13]2[CH:12]([CH3:42])[CH2:11]1)=[O:9])[C:2]1[CH:7]=[CH:6][CH:5]=[CH:4][CH:3]=1.[Li+].C[Si]([N-][Si](C)(C)C)(C)C.CC(C1C=C(C(C)C)C(S([N:68]=[N+:69]=[N-:70])(=O)=O)=C(C(C)C)C=1)C.CC(O)=O. Given the product [NH:1]([C:8]([C@H:10]1[N:14]2[C:15](=[O:41])[C:16]([N:19]([CH2:30][C:31]3[CH:36]=[CH:35][CH:34]=[C:33]([C:37]([F:40])([F:39])[F:38])[CH:32]=3)[C:20](=[O:29])[O:21][CH2:22][C:23]3[CH:28]=[CH:27][CH:26]=[CH:25][CH:24]=3)=[CH:17][N:18]=[C:13]2[C@@:12]([N:68]=[N+:69]=[N-:70])([CH3:42])[CH2:11]1)=[O:9])[C:2]1[CH:7]=[CH:6][CH:5]=[CH:4][CH:3]=1, predict the reactants needed to synthesize it. (2) Given the product [NH2:43][C:44]1[C:49]([C:50]([F:51])([F:52])[F:53])=[CH:48][C:47]([CH2:54][C@@H:55]([O:59][CH2:60][C:61]2[CH:66]=[CH:65][CH:64]=[CH:63][CH:62]=2)[C:56]([N:40]2[CH2:41][CH2:42][CH:37]([N:34]3[CH2:35][CH2:36][N:31]([CH3:30])[CH2:32][CH2:33]3)[CH2:38][CH2:39]2)=[O:57])=[CH:46][C:45]=1[Cl:67], predict the reactants needed to synthesize it. The reactants are: CN(C(ON1N=NC2C=CC=CC1=2)=[N+](C)C)C.[B-](F)(F)(F)F.C(N(CC)CC)C.[CH3:30][N:31]1[CH2:36][CH2:35][N:34]([CH:37]2[CH2:42][CH2:41][NH:40][CH2:39][CH2:38]2)[CH2:33][CH2:32]1.[NH2:43][C:44]1[C:49]([C:50]([F:53])([F:52])[F:51])=[CH:48][C:47]([CH2:54][C@@H:55]([O:59][CH2:60][C:61]2[CH:66]=[CH:65][CH:64]=[CH:63][CH:62]=2)[C:56](O)=[O:57])=[CH:46][C:45]=1[Cl:67]. (3) Given the product [Cl:1][C:2]1[C:3]([O:14][C@H:32]2[CH2:36][N:35]([C:37]([O:39][C:40]([CH3:43])([CH3:42])[CH3:41])=[O:38])[C@H:34]([C:44]([O:46][CH3:47])=[O:45])[CH2:33]2)=[N:4][C:5]2[C:10]([N:11]=1)=[CH:9][CH:8]=[C:7]([O:12][CH3:13])[CH:6]=2, predict the reactants needed to synthesize it. The reactants are: [Cl:1][C:2]1[C:3]([OH:14])=[N:4][C:5]2[C:10]([N:11]=1)=[CH:9][CH:8]=[C:7]([O:12][CH3:13])[CH:6]=2.C([O-])([O-])=O.[Cs+].[Cs+].BrC1C=CC(S(O[C@@H:32]2[CH2:36][N:35]([C:37]([O:39][C:40]([CH3:43])([CH3:42])[CH3:41])=[O:38])[C@H:34]([C:44]([O:46][CH3:47])=[O:45])[CH2:33]2)(=O)=O)=CC=1. (4) The reactants are: [C:1]1([OH:7])[CH:6]=[CH:5][CH:4]=[CH:3][CH:2]=1.[H-].[Na+].CS(O[CH:15]1[CH2:18][N:17]([CH:19]([C:26]2[CH:31]=[CH:30][CH:29]=[CH:28][CH:27]=2)[C:20]2[CH:25]=[CH:24][CH:23]=[CH:22][CH:21]=2)[CH2:16]1)(=O)=O. Given the product [CH:19]([N:17]1[CH2:18][CH:15]([O:7][C:1]2[CH:6]=[CH:5][CH:4]=[CH:3][CH:2]=2)[CH2:16]1)([C:26]1[CH:27]=[CH:28][CH:29]=[CH:30][CH:31]=1)[C:20]1[CH:21]=[CH:22][CH:23]=[CH:24][CH:25]=1, predict the reactants needed to synthesize it.